Dataset: Full USPTO retrosynthesis dataset with 1.9M reactions from patents (1976-2016). Task: Predict the reactants needed to synthesize the given product. (1) Given the product [C:1]([O:5][C:6]([CH2:8][C:9]([NH:54][C:55]1[CH:56]=[C:57]([C:61]2[N:70]=[C:69]([NH:71][C:72]3[CH:73]=[C:74]4[C:78](=[CH:79][CH:80]=3)[N:77]([C:81]([O:83][C:84]([CH3:87])([CH3:86])[CH3:85])=[O:82])[N:76]=[CH:75]4)[C:68]3[C:63](=[CH:64][CH:65]=[CH:66][CH:67]=3)[N:62]=2)[CH:58]=[CH:59][CH:60]=1)=[O:11])=[O:7])([CH3:2])([CH3:3])[CH3:4], predict the reactants needed to synthesize it. The reactants are: [C:1]([O:5][C:6]([CH2:8][C:9]([OH:11])=O)=[O:7])([CH3:4])([CH3:3])[CH3:2].C1CN([P+](ON2N=NC3C=CC=CC2=3)(N2CCCC2)N2CCCC2)CC1.F[P-](F)(F)(F)(F)F.CCN(C(C)C)C(C)C.[NH2:54][C:55]1[CH:56]=[C:57]([C:61]2[N:70]=[C:69]([NH:71][C:72]3[CH:73]=[C:74]4[C:78](=[CH:79][CH:80]=3)[N:77]([C:81]([O:83][C:84]([CH3:87])([CH3:86])[CH3:85])=[O:82])[N:76]=[CH:75]4)[C:68]3[C:63](=[CH:64][CH:65]=[CH:66][CH:67]=3)[N:62]=2)[CH:58]=[CH:59][CH:60]=1. (2) The reactants are: CC(OI1(OC(C)=O)(OC(C)=O)OC(=O)C2C=CC=CC1=2)=O.[CH3:23][O:24][C:25](=[O:50])[C:26]1[C:31]([NH:32][CH:33]([CH2:37][CH3:38])[CH:34]([OH:36])[CH3:35])=[CH:30][C:29]([CH3:39])=[N:28][C:27]=1[O:40][C:41]1[C:46]([CH3:47])=[CH:45][C:44]([Cl:48])=[CH:43][C:42]=1[CH3:49]. Given the product [CH3:23][O:24][C:25](=[O:50])[C:26]1[C:31]([NH:32][CH:33]([CH2:37][CH3:38])[C:34](=[O:36])[CH3:35])=[CH:30][C:29]([CH3:39])=[N:28][C:27]=1[O:40][C:41]1[C:46]([CH3:47])=[CH:45][C:44]([Cl:48])=[CH:43][C:42]=1[CH3:49], predict the reactants needed to synthesize it. (3) The reactants are: [C:1]([C:3]1[CH:4]=[C:5]([C:13]2[O:17][N:16]=[C:15]([C:18]3[CH:19]=[CH:20][C:21]([CH2:28][CH2:29][C:30]([O:32]CC)=[O:31])=[C:22]4[C:26]=3[N:25]([CH3:27])[CH:24]=[CH:23]4)[N:14]=2)[CH:6]=[CH:7][C:8]=1[O:9][CH:10]([CH3:12])[CH3:11])#[N:2].[OH-].[Na+]. Given the product [C:1]([C:3]1[CH:4]=[C:5]([C:13]2[O:17][N:16]=[C:15]([C:18]3[CH:19]=[CH:20][C:21]([CH2:28][CH2:29][C:30]([OH:32])=[O:31])=[C:22]4[C:26]=3[N:25]([CH3:27])[CH:24]=[CH:23]4)[N:14]=2)[CH:6]=[CH:7][C:8]=1[O:9][CH:10]([CH3:12])[CH3:11])#[N:2], predict the reactants needed to synthesize it.